From a dataset of Catalyst prediction with 721,799 reactions and 888 catalyst types from USPTO. Predict which catalyst facilitates the given reaction. Reactant: [CH3:1][S:2]([OH:5])(=[O:4])=[O:3].[CH:6]1([NH:9][C:10](=[O:36])[C:11]2[CH:16]=[CH:15][C:14]([CH3:17])=[C:13]([N:18]3[C:27](=[O:28])[C:26]4[C:21](=[CH:22][CH:23]=[C:24]([N:29]5[CH2:34][CH2:33][N:32]([CH3:35])[CH2:31][CH2:30]5)[CH:25]=4)[N:20]=[CH:19]3)[CH:12]=2)[CH2:8][CH2:7]1. Product: [CH3:1][S:2]([OH:5])(=[O:4])=[O:3].[CH3:1][S:2]([OH:5])(=[O:4])=[O:3].[CH:6]1([NH:9][C:10](=[O:36])[C:11]2[CH:16]=[CH:15][C:14]([CH3:17])=[C:13]([N:18]3[C:27](=[O:28])[C:26]4[C:21](=[CH:22][CH:23]=[C:24]([N:29]5[CH2:30][CH2:31][N:32]([CH3:35])[CH2:33][CH2:34]5)[CH:25]=4)[N:20]=[CH:19]3)[CH:12]=2)[CH2:8][CH2:7]1. The catalyst class is: 13.